From a dataset of Catalyst prediction with 721,799 reactions and 888 catalyst types from USPTO. Predict which catalyst facilitates the given reaction. (1) Reactant: C([Li])CCC.I[C:7]1[CH:12]=[CH:11][C:10]([I:13])=[CH:9][CH:8]=1.[CH3:14][CH:15]([CH3:19])[C:16](=[O:18])[CH3:17].Cl. Product: [I:13][C:10]1[CH:11]=[CH:12][C:7]([C:16]([OH:18])([CH:15]([CH3:19])[CH3:14])[CH3:17])=[CH:8][CH:9]=1. The catalyst class is: 1. (2) Reactant: [CH3:1][O:2][C:3]1[CH:4]=[C:5]2[C:9](=[CH:10][CH:11]=1)[NH:8][CH:7]=[CH:6]2.[OH-].[K+].[CH3:14]I. Product: [CH3:1][O:2][C:3]1[CH:4]=[C:5]2[C:9](=[CH:10][CH:11]=1)[N:8]([CH3:14])[CH:7]=[CH:6]2. The catalyst class is: 3. (3) The catalyst class is: 5. Reactant: [Br:1][C:2]1[CH:3]=[C:4]([NH:10][C:11]2[N:16]=[CH:15][C:14]([N:17]3[CH2:22][CH2:21][N:20](C(OC(C)(C)C)=O)[CH2:19][C@H:18]3[CH3:30])=[CH:13][CH:12]=2)[C:5](=[O:9])[N:6]([CH3:8])[CH:7]=1.Cl.O1CCOCC1. Product: [Br:1][C:2]1[CH:3]=[C:4]([NH:10][C:11]2[CH:12]=[CH:13][C:14]([N:17]3[CH2:22][CH2:21][NH:20][CH2:19][C@H:18]3[CH3:30])=[CH:15][N:16]=2)[C:5](=[O:9])[N:6]([CH3:8])[CH:7]=1. (4) Reactant: [CH3:1][C@H:2]1[CH2:7][O:6][CH2:5][CH2:4][N:3]1[C:8]1[CH:13]=[C:12]([CH2:14][S:15]([CH3:18])(=[O:17])=[O:16])[N:11]=[C:10]([C:19]2[CH:24]=[CH:23][C:22]([NH:25]C(=O)OC(C)(C)C)=[CH:21][CH:20]=2)[N:9]=1.Cl. Product: [CH3:1][C@H:2]1[CH2:7][O:6][CH2:5][CH2:4][N:3]1[C:8]1[CH:13]=[C:12]([CH2:14][S:15]([CH3:18])(=[O:17])=[O:16])[N:11]=[C:10]([C:19]2[CH:24]=[CH:23][C:22]([NH2:25])=[CH:21][CH:20]=2)[N:9]=1. The catalyst class is: 71.